Task: Predict the reaction yield, written as a fraction of the theoretical maximum amount of product (1.0 means a 100% yield; for example, 0.34 means a 34% yield).. Dataset: Reaction yield outcomes from USPTO patents with 853,638 reactions (1) The reactants are [NH4+].[Cl-].[CH3:3][C:4]1([CH3:20])[O:8][C@H:7]([CH2:9][O:10][C:11]2[CH:16]=[CH:15][CH:14]=[C:13]([N+:17]([O-])=O)[CH:12]=2)[CH2:6][O:5]1.C(O)(C)C. The catalyst is [Fe].O. The product is [CH3:3][C:4]1([CH3:20])[O:8][C@H:7]([CH2:9][O:10][C:11]2[CH:12]=[C:13]([CH:14]=[CH:15][CH:16]=2)[NH2:17])[CH2:6][O:5]1. The yield is 0.790. (2) The reactants are [CH3:1][O:2][C:3]1[CH:4]=[C:5]([C:9]2[C:10]([C:15]3[CH:20]=[CH:19][CH:18]=[CH:17][CH:16]=3)=[CH:11][CH:12]=[CH:13][CH:14]=2)[CH:6]=[CH:7][CH:8]=1. The catalyst is [Fe](Cl)(Cl)Cl.C(Cl)Cl. The product is [CH3:1][O:2][C:3]1[CH:8]=[CH:7][C:6]2[C:20]3[C:15](=[CH:16][CH:17]=[CH:18][CH:19]=3)[C:10]3[C:9](=[CH:14][CH:13]=[CH:12][CH:11]=3)[C:5]=2[CH:4]=1. The yield is 0.600. (3) The reactants are [N:1]([C@H:4]1[CH2:9][C@@H:8]([O:10][CH3:11])[CH2:7][N:6]([C:12]([O:14][CH2:15][C:16]2[CH:21]=[CH:20][CH:19]=[CH:18][CH:17]=2)=[O:13])[CH2:5]1)=[N+]=[N-].CP(C)C.[C:26](O[C:26]([O:28][C:29]([CH3:32])([CH3:31])[CH3:30])=[O:27])([O:28][C:29]([CH3:32])([CH3:31])[CH3:30])=[O:27]. The catalyst is N1C=CC=CC=1.[OH-].[NH4+].C(O)C.C1COCC1.CCOC(C)=O. The product is [C:29]([O:28][C:26]([NH:1][C@H:4]1[CH2:9][C@@H:8]([O:10][CH3:11])[CH2:7][N:6]([C:12]([O:14][CH2:15][C:16]2[CH:21]=[CH:20][CH:19]=[CH:18][CH:17]=2)=[O:13])[CH2:5]1)=[O:27])([CH3:32])([CH3:31])[CH3:30]. The yield is 0.860. (4) The reactants are Cl[C:2]1[C:11]2[C:6](=[CH:7][N:8]=[CH:9][CH:10]=2)[CH:5]=[C:4]([C:12]2[CH:17]=[CH:16][N:15]=[CH:14][CH:13]=2)[N:3]=1.Cl.Cl.[NH2:20][CH2:21][C@@H:22]([NH2:24])[CH3:23].[OH-].[Na+]. The catalyst is O1CCOCC1.CCOC(C)=O. The product is [N:15]1[CH:16]=[CH:17][C:12]([C:4]2[N:3]=[C:2]([NH:20][CH2:21][C@@H:22]([NH2:24])[CH3:23])[C:11]3[C:6]([CH:5]=2)=[CH:7][N:8]=[CH:9][CH:10]=3)=[CH:13][CH:14]=1.[N:15]1[CH:16]=[CH:17][C:12]([C:4]2[N:3]=[C:2]([NH:24][C@@H:22]([CH3:23])[CH2:21][NH2:20])[C:11]3[C:6]([CH:5]=2)=[CH:7][N:8]=[CH:9][CH:10]=3)=[CH:13][CH:14]=1. The yield is 0.310. (5) The reactants are [CH3:1][C:2]1[N:3]=[C:4]([O:12][C:13]2[CH:18]=[CH:17][CH:16]=[CH:15][CH:14]=2)[S:5][C:6]=1[C:7](OCC)=[O:8].[H-].[H-].[H-].[H-].[Li+].[Al+3].O.[OH-].[Na+]. The catalyst is C1COCC1. The product is [CH3:1][C:2]1[N:3]=[C:4]([O:12][C:13]2[CH:18]=[CH:17][CH:16]=[CH:15][CH:14]=2)[S:5][C:6]=1[CH2:7][OH:8]. The yield is 0.800. (6) The reactants are [C:1]([C@@H:5]1[CH2:10][CH2:9][C@H:8]([OH:11])[CH2:7][CH2:6]1)([CH3:4])([CH3:3])[CH3:2].[CH3:12][S:13](O[S:13]([CH3:12])(=[O:15])=[O:14])(=[O:15])=[O:14].C(N(CC)CC)C. The catalyst is ClCCl. The product is [CH3:12][S:13]([O:11][C@H:8]1[CH2:7][CH2:6][C@@H:5]([C:1]([CH3:4])([CH3:2])[CH3:3])[CH2:10][CH2:9]1)(=[O:15])=[O:14]. The yield is 0.900.